Dataset: Catalyst prediction with 721,799 reactions and 888 catalyst types from USPTO. Task: Predict which catalyst facilitates the given reaction. (1) Reactant: [Cl:1][C:2]1[CH:20]=[C:19]([OH:21])[CH:18]=[C:17]([Cl:22])[C:3]=1[CH2:4][C@@H:5]1[CH2:9][CH2:8][N:7]([CH:10]2[CH2:15][CH2:14][O:13][CH2:12][CH2:11]2)[C:6]1=[O:16].[F:23][C:24]([F:37])([F:36])[S:25](O[S:25]([C:24]([F:37])([F:36])[F:23])(=[O:27])=[O:26])(=[O:27])=[O:26]. Product: [Cl:1][C:2]1[CH:20]=[C:19]([O:21][S:25]([C:24]([F:37])([F:36])[F:23])(=[O:27])=[O:26])[CH:18]=[C:17]([Cl:22])[C:3]=1[CH2:4][C@@H:5]1[CH2:9][CH2:8][N:7]([CH:10]2[CH2:15][CH2:14][O:13][CH2:12][CH2:11]2)[C:6]1=[O:16]. The catalyst class is: 17. (2) Reactant: [Cl:1][C:2]1[CH:7]=[CH:6][C:5]([CH2:8][CH2:9][N:10]([CH2:32][CH2:33][CH2:34][CH2:35][CH2:36][CH2:37][CH3:38])[C:11](=[O:31])[CH2:12][C:13]2[CH:30]=[CH:29][C:16]([O:17][CH2:18][C:19]3[CH:28]=[CH:27][CH:26]=[CH:25][C:20]=3[C:21]([O:23]C)=[O:22])=[CH:15][CH:14]=2)=[CH:4][CH:3]=1.[OH-].[K+]. Product: [Cl:1][C:2]1[CH:3]=[CH:4][C:5]([CH2:8][CH2:9][N:10]([CH2:32][CH2:33][CH2:34][CH2:35][CH2:36][CH2:37][CH3:38])[C:11](=[O:31])[CH2:12][C:13]2[CH:30]=[CH:29][C:16]([O:17][CH2:18][C:19]3[CH:28]=[CH:27][CH:26]=[CH:25][C:20]=3[C:21]([OH:23])=[O:22])=[CH:15][CH:14]=2)=[CH:6][CH:7]=1. The catalyst class is: 14. (3) Reactant: [C:1]([O-])([O-])=O.[K+].[K+].CI.[Cl:9][C:10]1[CH:11]=[C:12]([S:17]([NH:20][C@@H:21]([C:23]2[N:27]([CH2:28][CH3:29])[C:26]([O:30][C:31]3[CH:36]=[CH:35][C:34]([F:37])=[CH:33][CH:32]=3)=[N:25][N:24]=2)[CH3:22])(=[O:19])=[O:18])[CH:13]=[CH:14][C:15]=1[Cl:16].O. Product: [Cl:9][C:10]1[CH:11]=[C:12]([S:17]([N:20]([C@@H:21]([C:23]2[N:27]([CH2:28][CH3:29])[C:26]([O:30][C:31]3[CH:32]=[CH:33][C:34]([F:37])=[CH:35][CH:36]=3)=[N:25][N:24]=2)[CH3:22])[CH3:1])(=[O:18])=[O:19])[CH:13]=[CH:14][C:15]=1[Cl:16]. The catalyst class is: 9. (4) Product: [CH3:1][C:2]1[N:6]([C:7]2[CH:8]=[CH:9][C:10]([O:13][C:14]([F:16])([F:15])[F:17])=[CH:11][CH:12]=2)[C:5]2[CH:18]=[CH:19][C:20]3[CH:25]=[C:24]([CH:26]=[O:29])[CH:23]=[CH:22][C:21]=3[C:4]=2[N:3]=1. The catalyst class is: 785. Reactant: [CH3:1][C:2]1[N:6]([C:7]2[CH:12]=[CH:11][C:10]([O:13][C:14]([F:17])([F:16])[F:15])=[CH:9][CH:8]=2)[C:5]2[CH:18]=[CH:19][C:20]3[CH:25]=[C:24]([CH:26]=C)[CH:23]=[CH:22][C:21]=3[C:4]=2[N:3]=1.I([O-])(=O)(=O)=[O:29].[Na+].S([O-])([O-])=O.[Na+].[Na+]. (5) Reactant: [CH2:1]([S:6]([OH:9])(=[O:8])=[O:7])[S:2]([OH:5])(=[O:4])=[O:3].C(=O)([O-])[O-].[Ag+2:14].C(=O)=O. Product: [CH2:1]([S:6]([O-:9])(=[O:8])=[O:7])[S:2]([O-:5])(=[O:4])=[O:3].[Ag+2:14]. The catalyst class is: 6.